Dataset: Full USPTO retrosynthesis dataset with 1.9M reactions from patents (1976-2016). Task: Predict the reactants needed to synthesize the given product. (1) Given the product [ClH:29].[CH3:1][NH:2][CH2:10][C:11]1[CH:12]=[C:13]([CH:14]=[CH:15][CH:16]=1)[C:17]([N:19]1[C:28]2[C:23](=[CH:24][CH:25]=[CH:26][CH:27]=2)[CH2:22][CH2:21][CH2:20]1)=[O:18], predict the reactants needed to synthesize it. The reactants are: [CH3:1][N:2]([CH2:10][C:11]1[CH:16]=[CH:15][CH:14]=[C:13]([C:17]([N:19]2[C:28]3[C:23](=[CH:24][CH:25]=[CH:26][CH:27]=3)[CH2:22][CH2:21][CH2:20]2)=[O:18])[CH:12]=1)C(=O)OC(C)(C)C.[ClH:29].O1CCOCC1. (2) Given the product [CH3:1][N:2]1[CH2:7][CH2:6][CH:5]([C:8]([NH:13][NH2:14])=[O:10])[CH2:4][CH2:3]1, predict the reactants needed to synthesize it. The reactants are: [CH3:1][N:2]1[CH2:7][CH2:6][CH:5]([C:8]([O:10]C)=O)[CH2:4][CH2:3]1.O.[NH2:13][NH2:14]. (3) Given the product [ClH:46].[NH2:1][C:2]1[N:7]=[CH:6][C:5]([C:8]2[N:9]=[C:10]3[C:15](=[CH:16][CH:17]=2)[N:14]=[CH:13][C:12]2[CH:18]=[CH:19][C:20](=[O:45])[N:21]([C:22]4[CH:27]=[CH:26][C:25]([N:28]5[CH2:33][CH2:32][NH:31][CH2:30][CH2:29]5)=[C:24]([C:41]([F:44])([F:43])[F:42])[CH:23]=4)[C:11]3=2)=[CH:4][CH:3]=1, predict the reactants needed to synthesize it. The reactants are: [NH2:1][C:2]1[N:7]=[CH:6][C:5]([C:8]2[N:9]=[C:10]3[C:15](=[CH:16][CH:17]=2)[N:14]=[CH:13][C:12]2[CH:18]=[CH:19][C:20](=[O:45])[N:21]([C:22]4[CH:27]=[CH:26][C:25]([N:28]5[CH2:33][CH2:32][N:31](C(OC(C)(C)C)=O)[CH2:30][CH2:29]5)=[C:24]([C:41]([F:44])([F:43])[F:42])[CH:23]=4)[C:11]3=2)=[CH:4][CH:3]=1.[ClH:46]. (4) Given the product [F:1][C:2]1[C:14]([NH:15][CH2:16][C:17]2[C:22]([F:23])=[CH:21][CH:20]=[C:19]([C:24]3[CH:29]=[CH:28][CH:27]=[C:26]([F:30])[CH:25]=3)[C:18]=2[CH3:31])=[C:13]([F:32])[CH:12]=[CH:11][C:3]=1[O:4][CH2:5][C:6]([OH:8])=[O:7], predict the reactants needed to synthesize it. The reactants are: [F:1][C:2]1[C:14]([NH:15][CH2:16][C:17]2[C:22]([F:23])=[CH:21][CH:20]=[C:19]([C:24]3[CH:29]=[CH:28][CH:27]=[C:26]([F:30])[CH:25]=3)[C:18]=2[CH3:31])=[C:13]([F:32])[CH:12]=[CH:11][C:3]=1[O:4][CH2:5][C:6]([O:8]CC)=[O:7].[OH-].[Na+].